This data is from Forward reaction prediction with 1.9M reactions from USPTO patents (1976-2016). The task is: Predict the product of the given reaction. Given the reactants [C:1]([O:5][C:6]([N:8]([CH3:17])[C@@H:9]1[CH2:13][CH2:12][C@H:11]([C:14]([OH:16])=O)[CH2:10]1)=[O:7])([CH3:4])([CH3:3])[CH3:2].[CH2:18]([NH2:21])[C:19]#[CH:20].Cl.CN(C)CCCN=C=NCC.O.ON1C2C=CC=CC=2N=N1, predict the reaction product. The product is: [C:1]([O:5][C:6](=[O:7])[N:8]([CH3:17])[C@@H:9]1[CH2:13][CH2:12][C@H:11]([C:14](=[O:16])[NH:21][CH2:18][C:19]#[CH:20])[CH2:10]1)([CH3:2])([CH3:3])[CH3:4].